From a dataset of Experimentally validated miRNA-target interactions with 360,000+ pairs, plus equal number of negative samples. Binary Classification. Given a miRNA mature sequence and a target amino acid sequence, predict their likelihood of interaction. The miRNA is hsa-miR-4524a-5p with sequence AUAGCAGCAUGAACCUGUCUCA. The protein sequence of the target gene is MATRSCREKAQKLNEQHQLILSKLLREEDNKYCADCEAKGPRWASWNIGVFICIRCAGIHRNLGVHISRVKSVNLDQWTPEQIQCMQDMGNTKARLLYEANLPENFRRPQTDQAVEFFIRDKYEKKKYYDKNAIAITNKEKEKKKDEKKREKEPEKPAKPLTTEKLPKKEEQQLEPKKSTSPKNAAEPTIDLLGLDGPAEAPVTNGNPATAPALSDDLDIFGPMISNPLPAAVMPPAQGTASVPAPATLSTVTSGDLDLFTEQTTKSEEVAKKQLSKDSILSLYGTGAQQSTPGVFMGPT.... Result: 0 (no interaction).